Task: Predict the reactants needed to synthesize the given product.. Dataset: Full USPTO retrosynthesis dataset with 1.9M reactions from patents (1976-2016) (1) Given the product [CH3:27][C:2]1([CH3:1])[NH:7][C:6]2[CH:8]=[C:9]([C:11]3[CH:12]=[N:13][N:14]([CH2:18][O:19][CH2:20][CH2:21][Si:22]([CH3:25])([CH3:23])[CH3:24])[C:15]=3[CH2:16][NH:36][CH2:35][CH2:34][C:28]3[CH:33]=[CH:32][CH:31]=[CH:30][CH:29]=3)[S:10][C:5]=2[C:4](=[O:26])[NH:3]1, predict the reactants needed to synthesize it. The reactants are: [CH3:1][C:2]1([CH3:27])[NH:7][C:6]2[CH:8]=[C:9]([C:11]3[CH:12]=[N:13][N:14]([CH2:18][O:19][CH2:20][CH2:21][Si:22]([CH3:25])([CH3:24])[CH3:23])[C:15]=3[CH:16]=O)[S:10][C:5]=2[C:4](=[O:26])[NH:3]1.[C:28]1([CH2:34][CH2:35][NH2:36])[CH:33]=[CH:32][CH:31]=[CH:30][CH:29]=1.[BH4-].[Na+].C([O-])(O)=O.[Na+]. (2) Given the product [NH2:1][C:2]1[C:10]([Br:11])=[CH:9][CH:8]=[CH:7][C:3]=1[C:4]([NH:33][CH:30]([CH3:32])[CH3:31])=[O:6], predict the reactants needed to synthesize it. The reactants are: [NH2:1][C:2]1[C:10]([Br:11])=[CH:9][CH:8]=[CH:7][C:3]=1[C:4]([OH:6])=O.CCCP1(OP(CCC)(=O)OP(CCC)(=O)O1)=O.[CH:30]([NH2:33])([CH3:32])[CH3:31]. (3) Given the product [F:1][CH:2]([F:12])[O:3][C:4]1[CH:11]=[CH:10][CH:9]=[CH:8][C:5]=1[CH2:6][O:13][C:14]1[CH:18]=[C:17]([N:19]2[C:27]3[CH:26]=[CH:25][N:24]=[CH:23][C:22]=3[N:21]=[CH:20]2)[S:16][C:15]=1[C:28]([O:30][CH3:31])=[O:29], predict the reactants needed to synthesize it. The reactants are: [F:1][CH:2]([F:12])[O:3][C:4]1[CH:11]=[CH:10][CH:9]=[CH:8][C:5]=1[CH2:6]Br.[OH:13][C:14]1[CH:18]=[C:17]([N:19]2[C:27]3[CH:26]=[CH:25][N:24]=[CH:23][C:22]=3[N:21]=[CH:20]2)[S:16][C:15]=1[C:28]([O:30][CH3:31])=[O:29].C(=O)([O-])[O-].[K+].[K+]. (4) The reactants are: [CH2:1]([O:3][C:4]([C:6]1[NH:7][CH:8]=[C:9]([N+:11]([O-:13])=[O:12])[CH:10]=1)=[O:5])[CH3:2].[H-].[Na+].[CH3:16][S:17](Cl)(=[O:19])=[O:18].O. Given the product [CH2:1]([O:3][C:4]([C:6]1[N:7]([S:17]([CH3:16])(=[O:19])=[O:18])[CH:8]=[C:9]([N+:11]([O-:13])=[O:12])[CH:10]=1)=[O:5])[CH3:2], predict the reactants needed to synthesize it. (5) Given the product [F:41][C:11]([F:10])([F:40])[CH2:12][CH2:13][CH:14]([C:31]1[CH:32]=[CH:33][C:34]([C:35]([NH:2][CH2:3][CH2:4][C:5]([O:7][CH2:8][CH3:9])=[O:6])=[O:36])=[CH:38][CH:39]=1)[NH:15][C:16]1[CH:17]=[N:18][C:19]([N:22]2[CH:26]=[C:25]([C:27]([F:28])([F:29])[F:30])[CH:24]=[N:23]2)=[CH:20][CH:21]=1, predict the reactants needed to synthesize it. The reactants are: Cl.[NH2:2][CH2:3][CH2:4][C:5]([O:7][CH2:8][CH3:9])=[O:6].[F:10][C:11]([F:41])([F:40])[CH2:12][CH2:13][CH:14]([C:31]1[CH:39]=[CH:38][C:34]([C:35](O)=[O:36])=[CH:33][CH:32]=1)[NH:15][C:16]1[CH:17]=[N:18][C:19]([N:22]2[CH:26]=[C:25]([C:27]([F:30])([F:29])[F:28])[CH:24]=[N:23]2)=[CH:20][CH:21]=1.O.OC1C2N=NNC=2C=CC=1.C(N(CC)CC)C.Cl.C(N=C=NCCCN(C)C)C. (6) Given the product [Cl:1][C:2]1[N:11]=[CH:10][C:9]2[N:8]([CH2:23][C:24]3[CH:25]=[CH:26][C:27]([S:30]([CH3:33])(=[O:32])=[O:31])=[CH:28][CH:29]=3)[CH2:7][CH:6]3[CH2:12][O:13][CH2:14][CH2:15][N:5]3[C:4]=2[N:3]=1, predict the reactants needed to synthesize it. The reactants are: [Cl:1][C:2]1[N:11]=[CH:10][C:9]2[NH:8][CH2:7][CH:6]3[CH2:12][O:13][CH2:14][CH2:15][N:5]3[C:4]=2[N:3]=1.CC(C)([O-])C.[Na+].Br[CH2:23][C:24]1[CH:29]=[CH:28][C:27]([S:30]([CH3:33])(=[O:32])=[O:31])=[CH:26][CH:25]=1. (7) Given the product [Br:15][C:14]1[C:9]([SH:8])=[CH:10][C:11]([NH:16][C:17]2[S:18][CH:19]=[C:20]([CH2:22][CH2:23][C:24]3[CH:25]=[CH:26][CH:27]=[CH:28][CH:29]=3)[N:21]=2)=[N:12][CH:13]=1, predict the reactants needed to synthesize it. The reactants are: COC1C=CC(C[S:8][C:9]2[C:14]([Br:15])=[CH:13][N:12]=[C:11]([NH:16][C:17]3[S:18][CH:19]=[C:20]([CH2:22][CH2:23][C:24]4[CH:29]=[CH:28][CH:27]=[CH:26][CH:25]=4)[N:21]=3)[CH:10]=2)=CC=1.C1(OC)C=CC=CC=1.C([O-])(O)=O.[Na+]. (8) Given the product [CH2:1]([O:3][C:4]([C:6]1[N:14]([CH3:15])[C:13]2[CH:12]=[CH:11][N:10]=[N:9][C:8]=2[C:7]=1[NH:16][C:17]1[CH:22]=[CH:21][C:20]([I:28])=[CH:19][C:18]=1[F:27])=[O:5])[CH3:2], predict the reactants needed to synthesize it. The reactants are: [CH2:1]([O:3][C:4]([C:6]1[N:14]([CH3:15])[C:13]2[CH:12]=[CH:11][N:10]=[N:9][C:8]=2[C:7]=1[NH:16][C:17]1[CH:22]=[CH:21][C:20]([Si](C)(C)C)=[CH:19][C:18]=1[F:27])=[O:5])[CH3:2].[I:28]Cl.C(OCC)(=O)C. (9) The reactants are: [N+:1]([C:4]1[CH:9]=[C:8]([N+:10]([O-:12])=[O:11])[CH:7]=[CH:6][C:5]=1Cl)([O-:3])=[O:2].[NH2:14][C@@H:15]([C:21]1[CH:26]=[CH:25][CH:24]=[CH:23][CH:22]=1)[CH2:16][C:17]([O:19][CH3:20])=[O:18].C(N(CC)CC)C. Given the product [N+:1]([C:4]1[CH:9]=[C:8]([N+:10]([O-:12])=[O:11])[CH:7]=[CH:6][C:5]=1[NH:14][C@@H:15]([C:21]1[CH:26]=[CH:25][CH:24]=[CH:23][CH:22]=1)[CH2:16][C:17]([O:19][CH3:20])=[O:18])([O-:3])=[O:2], predict the reactants needed to synthesize it.